This data is from Reaction yield outcomes from USPTO patents with 853,638 reactions. The task is: Predict the reaction yield, written as a fraction of the theoretical maximum amount of product (1.0 means a 100% yield; for example, 0.34 means a 34% yield). (1) The reactants are [CH:1]1([C:4]#[C:5][C:6]2[CH:11]=[CH:10][CH:9]=[CH:8][C:7]=2[CH:12]([O:28][CH2:29][CH2:30][CH2:31][O:32][CH3:33])[CH:13]2[CH2:18][CH2:17][CH2:16][N:15](S(CC[Si](C)(C)C)(=O)=O)[CH2:14]2)[CH2:3][CH2:2]1.[F-].C([N+](CC)(CC)CC)C. The catalyst is C(#N)C. The product is [CH3:33][O:32][CH2:31][CH2:30][CH2:29][O:28][CH:12]([C:7]1[CH:8]=[CH:9][CH:10]=[CH:11][C:6]=1[C:5]#[C:4][CH:1]1[CH2:2][CH2:3]1)[CH:13]1[CH2:18][CH2:17][CH2:16][NH:15][CH2:14]1. The yield is 0.950. (2) The reactants are [Cl:1][C:2]1[CH:9]=[CH:8][C:5](C#N)=[C:4]([NH:10][C:11]2[C:16]([Cl:17])=[CH:15][N:14]=[C:13](Cl)[CH:12]=2)[CH:3]=1.[CH3:19][C:20]1[CH:24]=[C:23]([NH2:25])[N:22]([CH:26]([CH3:28])[CH3:27])[N:21]=1.[C:29](=[O:32])([O-])[O-:30].[Cs+].[Cs+].C1C=CC(P(C2C(OC3C(P(C4C=CC=CC=4)C4C=CC=CC=4)=CC=CC=3)=CC=CC=2)C2C=CC=CC=2)=CC=1.[OH-].[Na+]. The catalyst is O1CCOCC1.C([O-])(=O)C.[Pd+2].C([O-])(=O)C. The product is [Cl:1][C:2]1[CH:9]=[CH:8][C:5]([C:29]([OH:30])=[O:32])=[C:4]([NH:10][C:11]2[C:16]([Cl:17])=[CH:15][N:14]=[C:13]([NH:25][C:23]3[N:22]([CH:26]([CH3:28])[CH3:27])[N:21]=[C:20]([CH3:19])[CH:24]=3)[CH:12]=2)[CH:3]=1. The yield is 0.0660.